The task is: Predict which catalyst facilitates the given reaction.. This data is from Catalyst prediction with 721,799 reactions and 888 catalyst types from USPTO. (1) Reactant: [CH3:1][C:2]1[N:3]=[C:4]([C:7]#[N:8])[NH:5][CH:6]=1.[NH2:9][OH:10]. Product: [OH:10][NH:9][C:7]([C:4]1[NH:5][CH:6]=[C:2]([CH3:1])[N:3]=1)=[NH:8]. The catalyst class is: 8. (2) Reactant: [CH3:1][O:2][C:3]1[CH:10]=[C:9]([O:11][CH3:12])[CH:8]=[CH:7][C:4]=1[CH2:5][NH2:6].N1C=CC=CC=1.[F:19][C:20]1[CH:21]=[C:22]([S:27](Cl)(=[O:29])=[O:28])[CH:23]=[CH:24][C:25]=1[F:26].Cl. Product: [CH3:1][O:2][C:3]1[CH:10]=[C:9]([O:11][CH3:12])[CH:8]=[CH:7][C:4]=1[CH2:5][NH:6][S:27]([C:22]1[CH:23]=[CH:24][C:25]([F:26])=[C:20]([F:19])[CH:21]=1)(=[O:29])=[O:28]. The catalyst class is: 4. (3) Reactant: [C:1]1([CH:7]([C:18]2[CH:23]=[CH:22][CH:21]=[CH:20][CH:19]=2)[C:8]2[CH:9]=[CH:10][C:11](=[O:17])[N:12]([CH2:14][CH2:15][OH:16])[CH:13]=2)[CH:6]=[CH:5][CH:4]=[CH:3][CH:2]=1.N(C(N(C)C)=O)=NC(N(C)C)=O.C(P(CCCC)CCCC)CCC.O[C:50]1[CH:51]=[C:52]([S:56][CH2:57][CH2:58][CH2:59][C:60]([O:62][CH2:63][CH3:64])=[O:61])[CH:53]=[CH:54][CH:55]=1. Product: [C:18]1([CH:7]([C:1]2[CH:2]=[CH:3][CH:4]=[CH:5][CH:6]=2)[C:8]2[CH:9]=[CH:10][C:11](=[O:17])[N:12]([CH2:14][CH2:15][O:16][C:54]3[CH:53]=[C:52]([S:56][CH2:57][CH2:58][CH2:59][C:60]([O:62][CH2:63][CH3:64])=[O:61])[CH:51]=[CH:50][CH:55]=3)[CH:13]=2)[CH:19]=[CH:20][CH:21]=[CH:22][CH:23]=1. The catalyst class is: 260. (4) Reactant: [N+:1]([C:4]1[CH:5]=[CH:6][C:7]2[N:8]([CH2:17][CH3:18])[C:9]3[C:14]([C:15]=2[CH:16]=1)=[CH:13][CH:12]=[CH:11][CH:10]=3)([O-:3])=[O:2].[C:19](Cl)(=[O:26])[C:20]1[CH:25]=[CH:24][CH:23]=[CH:22][CH:21]=1. Product: [N+:1]([C:4]1[CH:5]=[CH:6][C:7]2[N:8]([CH2:17][CH3:18])[C:9]3[C:14]([C:15]=2[CH:16]=1)=[CH:13][C:12]([C:19](=[O:26])[C:20]1[CH:25]=[CH:24][CH:23]=[CH:22][CH:21]=1)=[CH:11][CH:10]=3)([O-:3])=[O:2]. The catalyst class is: 159. (5) Reactant: C[O:2][C:3]([C@H:5]1[CH2:10][N:9]([C:11](=[O:24])[C@@H:12]([NH:16][C:17]([O:19][C:20]([CH3:23])([CH3:22])[CH3:21])=[O:18])[CH:13]([CH3:15])[CH3:14])[CH2:8][CH2:7][N:6]1[C:25]1[CH:30]=[CH:29][C:28]([Cl:31])=[CH:27][CH:26]=1)=[O:4].[Li+].[OH-].O.Cl. Product: [C:20]([O:19][C:17]([NH:16][C@@H:12]([CH:13]([CH3:15])[CH3:14])[C:11]([N:9]1[CH2:8][CH2:7][N:6]([C:25]2[CH:26]=[CH:27][C:28]([Cl:31])=[CH:29][CH:30]=2)[C@@H:5]([C:3]([OH:4])=[O:2])[CH2:10]1)=[O:24])=[O:18])([CH3:23])([CH3:22])[CH3:21]. The catalyst class is: 87. (6) Reactant: [C:1]([C:5]1[O:9][N:8]=[C:7]([NH:10][C:11](=[O:42])[NH:12][C:13]2[CH:18]=[CH:17][C:16]([NH:19][C:20]([C:22]3[CH:27]=[C:26]([O:28][CH:29]4[CH2:34][CH2:33][N:32](C(OC(C)(C)C)=O)[CH2:31][CH2:30]4)[CH:25]=[CH:24][N:23]=3)=[O:21])=[CH:15][CH:14]=2)[CH:6]=1)([CH3:4])([CH3:3])[CH3:2].[ClH:43].O1CCOCC1. Product: [ClH:43].[C:1]([C:5]1[O:9][N:8]=[C:7]([NH:10][C:11](=[O:42])[NH:12][C:13]2[CH:18]=[CH:17][C:16]([NH:19][C:20](=[O:21])[C:22]3[CH:27]=[C:26]([O:28][CH:29]4[CH2:30][CH2:31][NH:32][CH2:33][CH2:34]4)[CH:25]=[CH:24][N:23]=3)=[CH:15][CH:14]=2)[CH:6]=1)([CH3:4])([CH3:2])[CH3:3]. The catalyst class is: 23. (7) The catalyst class is: 151. Product: [C:10]([CH2:9][NH:8][C:6]([CH:5]([CH2:12][CH:13]([CH3:15])[CH3:14])[CH2:4][C:3]1[CH:16]=[CH:17][CH:18]=[CH:19][C:2]=1[C:36]1[CH:35]=[CH:34][C:33]([N:30]2[CH2:29][CH2:28][N:27]([C:25]([O:24][C:20]([CH3:23])([CH3:22])[CH3:21])=[O:26])[CH2:32][CH2:31]2)=[CH:38][CH:37]=1)=[O:7])#[N:11]. Reactant: Br[C:2]1[CH:19]=[CH:18][CH:17]=[CH:16][C:3]=1[CH2:4][CH:5]([CH2:12][CH:13]([CH3:15])[CH3:14])[C:6]([NH:8][CH2:9][C:10]#[N:11])=[O:7].[C:20]([O:24][C:25]([N:27]1[CH2:32][CH2:31][N:30]([C:33]2[CH:38]=[CH:37][C:36](B(O)O)=[CH:35][CH:34]=2)[CH2:29][CH2:28]1)=[O:26])([CH3:23])([CH3:22])[CH3:21].C(=O)([O-])[O-].[Na+].[Na+].O. (8) Product: [C:32]([N:31]([C:2]1[O:3][C:4]2[C:5](=[C:7]([C:19]#[N:20])[C:8]([CH3:18])=[C:9]([C:12]3[CH:17]=[CH:16][CH:15]=[CH:14][CH:13]=3)[C:10]=2[F:11])[N:6]=1)[CH3:30])([CH3:35])([CH3:34])[CH3:33]. Reactant: Cl[C:2]1[O:3][C:4]2[C:5](=[C:7]([C:19]#[N:20])[C:8]([CH3:18])=[C:9]([C:12]3[CH:17]=[CH:16][CH:15]=[CH:14][CH:13]=3)[C:10]=2[F:11])[N:6]=1.C(N(C(C)C)CC)(C)C.[CH3:30][NH:31][C:32]([CH3:35])([CH3:34])[CH3:33]. The catalyst class is: 4. (9) Reactant: [Br:1][C:2]1[CH:3]=[C:4]([CH:7]=[C:8]([Cl:10])[CH:9]=1)[CH:5]=[O:6].[CH2:11](O)[CH2:12][OH:13].C([O-])(O)=O.[Na+]. Product: [Br:1][C:2]1[CH:3]=[C:4]([CH:5]2[O:13][CH2:12][CH2:11][O:6]2)[CH:7]=[C:8]([Cl:10])[CH:9]=1. The catalyst class is: 626.